This data is from Catalyst prediction with 721,799 reactions and 888 catalyst types from USPTO. The task is: Predict which catalyst facilitates the given reaction. Reactant: Cl[C:2]1[C:3]2[C:10]([C:11]3[CH:16]=[CH:15][C:14]([O:17][CH3:18])=[CH:13][CH:12]=3)=[C:9]([C:19]3[CH:24]=[CH:23][C:22]([O:25][CH3:26])=[CH:21][CH:20]=3)[O:8][C:4]=2[N:5]=[CH:6][N:7]=1.[CH3:27][O:28][C:29](=[O:39])[CH2:30][O:31][C:32]1[CH:37]=[CH:36][CH:35]=[C:34]([NH2:38])[CH:33]=1. Product: [CH3:27][O:28][C:29](=[O:39])[CH2:30][O:31][C:32]1[CH:37]=[CH:36][CH:35]=[C:34]([NH:38][C:2]2[C:3]3[C:10]([C:11]4[CH:16]=[CH:15][C:14]([O:17][CH3:18])=[CH:13][CH:12]=4)=[C:9]([C:19]4[CH:24]=[CH:23][C:22]([O:25][CH3:26])=[CH:21][CH:20]=4)[O:8][C:4]=3[N:5]=[CH:6][N:7]=2)[CH:33]=1. The catalyst class is: 4.